From a dataset of Catalyst prediction with 721,799 reactions and 888 catalyst types from USPTO. Predict which catalyst facilitates the given reaction. (1) Reactant: [CH2:1]=[O:2].[CH2:3]([C:5]1[CH:10]=[C:9]([CH3:11])[CH:8]=[C:7]([CH2:12][CH3:13])[C:6]=1[Mg]Br)[CH3:4].BrC1C(CC)=CC(C)=CC=1CC.[Mg]. Product: [CH2:3]([C:5]1[CH:10]=[C:9]([CH3:11])[CH:8]=[C:7]([CH2:12][CH3:13])[C:6]=1[CH2:1][OH:2])[CH3:4]. The catalyst class is: 1. (2) Reactant: [OH:1][C@@H:2]1[CH2:6][N:5]([C:7]([O:9][C:10]([CH3:13])([CH3:12])[CH3:11])=[O:8])[C@H:4]([C:14]([O:16]C)=[O:15])[CH2:3]1.CO.[OH-].[Na+]. Product: [C:10]([O:9][C:7]([N:5]1[CH2:6][C@@H:2]([OH:1])[CH2:3][C@H:4]1[C:14]([OH:16])=[O:15])=[O:8])([CH3:13])([CH3:11])[CH3:12]. The catalyst class is: 6. (3) Reactant: C(OC(=O)[NH:7][C:8]1[CH:13]=[CH:12][CH:11]=[C:10]([CH2:14][F:15])[N:9]=1)(C)(C)C.[OH-].[Na+]. Product: [F:15][CH2:14][C:10]1[N:9]=[C:8]([NH2:7])[CH:13]=[CH:12][CH:11]=1. The catalyst class is: 33. (4) Reactant: [F:1][C:2]1[CH:3]=[C:4]2[C:8](=[CH:9][CH:10]=1)[N:7]([CH2:11][CH2:12][CH2:13][N:14]([CH2:22][C@@H:23]1[O:37][C:27]3=[C:28]4[C:33](=[CH:34][CH:35]=[C:26]3[O:25][CH2:24]1)[N:32]=[C:31]([CH3:36])[CH:30]=[CH:29]4)C(=O)OC(C)(C)C)[CH2:6][CH2:5]2.C(O)(C(F)(F)F)=O. Product: [F:1][C:2]1[CH:3]=[C:4]2[C:8](=[CH:9][CH:10]=1)[N:7]([CH2:11][CH2:12][CH2:13][NH:14][CH2:22][C@@H:23]1[O:37][C:27]3=[C:28]4[C:33](=[CH:34][CH:35]=[C:26]3[O:25][CH2:24]1)[N:32]=[C:31]([CH3:36])[CH:30]=[CH:29]4)[CH2:6][CH2:5]2. The catalyst class is: 2. (5) Reactant: O[C:2]1([CH3:10])[CH:9]=[CH:8][CH:7]=[C:4]([CH:5]=[O:6])[CH2:3]1.[C:11]([O-:14])([O-])=O.[K+].[K+].FC1[CH:25]=[CH:24][C:21]([C:22]#[N:23])=[CH:20][CH:19]=1. Product: [CH:5]([C:4]1[CH:7]=[CH:8][C:9]([O:14][C:11]2[CH:25]=[CH:24][C:21]([C:22]#[N:23])=[CH:20][CH:19]=2)=[C:2]([CH3:10])[CH:3]=1)=[O:6]. The catalyst class is: 3. (6) Reactant: Cl[C:2]([O:4][CH:5]([Cl:7])[CH3:6])=[O:3].[CH3:8][O:9][CH2:10][CH2:11][O:12][CH2:13][CH2:14][O:15][CH2:16][CH2:17][OH:18].N1C=CC=CC=1. Product: [C:2](=[O:3])([O:18][CH2:17][CH2:16][O:15][CH2:14][CH2:13][O:12][CH2:11][CH2:10][O:9][CH3:8])[O:4][CH:5]([Cl:7])[CH3:6]. The catalyst class is: 2.